Dataset: Full USPTO retrosynthesis dataset with 1.9M reactions from patents (1976-2016). Task: Predict the reactants needed to synthesize the given product. (1) Given the product [CH2:28]([C:25]1[CH:24]=[N:23][C:22]([N:15]2[CH2:14][CH2:13][CH:12]([C@H:10]3[CH2:11][C@H:9]3[CH2:8][O:7][CH2:6][C:5]3[CH:18]=[CH:19][C:2]([Br:1])=[CH:3][C:4]=3[F:20])[CH2:17][CH2:16]2)=[N:27][CH:26]=1)[CH3:29], predict the reactants needed to synthesize it. The reactants are: [Br:1][C:2]1[CH:19]=[CH:18][C:5]([CH2:6][O:7][CH2:8][C@@H:9]2[CH2:11][C@@H:10]2[CH:12]2[CH2:17][CH2:16][NH:15][CH2:14][CH2:13]2)=[C:4]([F:20])[CH:3]=1.Cl[C:22]1[N:27]=[CH:26][C:25]([CH2:28][CH3:29])=[CH:24][N:23]=1. (2) Given the product [CH3:16][C:10]1([CH3:17])[C@@H:11]([C:13]([N:24]2[CH2:19][CH2:18][CH2:23][CH2:22]2)=[O:15])[CH2:12][C@H:9]1[NH:8][C:6](=[O:7])[O:5][C:1]([CH3:2])([CH3:3])[CH3:4], predict the reactants needed to synthesize it. The reactants are: [C:1]([O:5][C:6]([NH:8][C@@H:9]1[CH2:12][C@H:11]([C:13]([OH:15])=O)[C:10]1([CH3:17])[CH3:16])=[O:7])([CH3:4])([CH3:3])[CH3:2].[CH:18]1[CH:19]=CC2N(O)N=[N:24][C:22]=2[CH:23]=1.N1CCCC1.CCN(CC)CC. (3) Given the product [CH2:12]([N:8]1[C:9]2[C:4](=[CH:3][C:2]([C:47]([O:51][CH3:18])=[O:48])=[CH:11][CH:10]=2)[C:5](=[O:17])[N:6]([CH2:15][CH3:16])[C:7]1=[O:14])[CH3:13], predict the reactants needed to synthesize it. The reactants are: Br[C:2]1[CH:3]=[C:4]2[C:9](=[CH:10][CH:11]=1)[N:8]([CH2:12][CH3:13])[C:7](=[O:14])[N:6]([CH2:15][CH3:16])[C:5]2=[O:17].[C:18]1(P(C2C=CC=CC=2)CCCP(C2C=CC=CC=2)C2C=CC=CC=2)C=CC=CC=1.[CH3:47][OH:48].[Cl-].[Na+].[OH2:51]. (4) Given the product [CH3:16][C@@H:13]([CH2:14][CH3:15])[C@H:5]([N:4]1[CH2:3][CH2:2][N:1]([CH2:23][C:21]2[N:22]=[C:18]([CH3:17])[S:19][CH:20]=2)[C:33]1=[O:36])[C:6]([O:8][C:9]([CH3:10])([CH3:11])[CH3:12])=[O:7], predict the reactants needed to synthesize it. The reactants are: [NH2:1][CH2:2][CH2:3][NH:4][C@@H:5]([C@@H:13]([CH3:16])[CH2:14][CH3:15])[C:6]([O:8][C:9]([CH3:12])([CH3:11])[CH3:10])=[O:7].[CH3:17][C:18]1[S:19][CH:20]=[C:21]([CH:23]=O)[N:22]=1.[BH4-].[Na+].[N+](C1C=C[C:33]([O:36]C(=O)OC2C=CC([N+]([O-])=O)=CC=2)=CC=1)([O-])=O.